From a dataset of Full USPTO retrosynthesis dataset with 1.9M reactions from patents (1976-2016). Predict the reactants needed to synthesize the given product. (1) Given the product [NH2:7][C@H:8]1[CH2:9][N:10]([C:21]2[N:22]=[CH:23][C:24]([O:27][CH2:28][CH2:29][C@H:30]([CH:32]3[CH2:33][CH2:34][N:35]([C:38]4[O:42][N:41]=[C:40]([CH:43]([CH3:44])[CH3:45])[N:39]=4)[CH2:36][CH2:37]3)[CH3:31])=[CH:25][N:26]=2)[CH2:11][C@@H:12]1[N:13]1[CH2:18][CH2:17][C@H:16]([CH3:19])[CH2:15][C:14]1=[O:20], predict the reactants needed to synthesize it. The reactants are: C(OC(=O)[NH:7][C@@H:8]1[C@@H:12]([N:13]2[CH2:18][CH2:17][C@H:16]([CH3:19])[CH2:15][C:14]2=[O:20])[CH2:11][N:10]([C:21]2[N:26]=[CH:25][C:24]([O:27][CH2:28][CH2:29][C@H:30]([CH:32]3[CH2:37][CH2:36][N:35]([C:38]4[O:42][N:41]=[C:40]([CH:43]([CH3:45])[CH3:44])[N:39]=4)[CH2:34][CH2:33]3)[CH3:31])=[CH:23][N:22]=2)[CH2:9]1)(C)(C)C.C(O)(C(F)(F)F)=O. (2) Given the product [Cl:1][C:2]1[CH:7]=[CH:6][C:5]([C:8]2[CH:9]=[C:10]3[C:16]([C:17]([C:18]4[C:19]([F:32])=[C:20]([NH:25][S:26]([CH2:29][CH2:30][CH3:31])(=[O:27])=[O:28])[CH:21]=[CH:22][C:23]=4[F:24])=[O:33])=[CH:15][NH:14][C:11]3=[N:12][CH:13]=2)=[CH:4][CH:3]=1, predict the reactants needed to synthesize it. The reactants are: [Cl:1][C:2]1[CH:7]=[CH:6][C:5]([C:8]2[CH:9]=[C:10]3[C:16]([CH:17]([OH:33])[C:18]4[C:19]([F:32])=[C:20]([NH:25][S:26]([CH2:29][CH2:30][CH3:31])(=[O:28])=[O:27])[CH:21]=[CH:22][C:23]=4[F:24])=[CH:15][NH:14][C:11]3=[N:12][CH:13]=2)=[CH:4][CH:3]=1.ClC1C(=O)C(C#N)=C(C#N)C(=O)C=1Cl.O. (3) Given the product [OH:5][CH2:4][C@H:3]([NH:8][C:9]([N:11]1[C:19]2[CH2:18][CH2:17][N:16]([CH3:20])[CH2:15][C:14]=2[C:13]([C:21]2[CH:26]=[C:25]([F:27])[C:24]([F:28])=[CH:23][C:22]=2[F:29])=[N:12]1)=[O:10])[C:2]1[CH:30]=[CH:36][CH:33]=[CH:34][CH:31]=1, predict the reactants needed to synthesize it. The reactants are: C[C:2]([CH3:31])([CH3:30])[C@H:3]([NH:8][C:9]([N:11]1[C:19]2[CH2:18][CH2:17][N:16]([CH3:20])[CH2:15][C:14]=2[C:13]([C:21]2[CH:26]=[C:25]([F:27])[C:24]([F:28])=[CH:23][C:22]=2[F:29])=[N:12]1)=[O:10])[C:4](NC)=[O:5].N[C@H:33]([C:36]1C=CC=CC=1)[CH2:34]O. (4) Given the product [Br:8][C:6]1[N:7]=[C:2]([NH:16][C:15]2[CH:17]=[CH:18][C:12]([F:11])=[C:13]([N+:19]([O-:21])=[O:20])[CH:14]=2)[C:3](=[O:10])[N:4]([CH3:9])[CH:5]=1, predict the reactants needed to synthesize it. The reactants are: Br[C:2]1[C:3](=[O:10])[N:4]([CH3:9])[CH:5]=[C:6]([Br:8])[N:7]=1.[F:11][C:12]1[CH:18]=[CH:17][C:15]([NH2:16])=[CH:14][C:13]=1[N+:19]([O-:21])=[O:20].CN1CCCC1=O. (5) Given the product [CH3:17][O:16][C:11]1[CH:12]=[CH:13][C:14]([S:21]([Cl:20])(=[O:23])=[O:22])=[CH:15][C:10]=1[CH:7]1[CH2:8][CH2:9][N:5]([C:3](=[O:4])[C:2]([F:1])([F:18])[F:19])[CH2:6]1, predict the reactants needed to synthesize it. The reactants are: [F:1][C:2]([F:19])([F:18])[C:3]([N:5]1[CH2:9][CH2:8][CH:7]([C:10]2[CH:15]=[CH:14][CH:13]=[CH:12][C:11]=2[O:16][CH3:17])[CH2:6]1)=[O:4].[Cl:20][S:21](O)(=[O:23])=[O:22]. (6) The reactants are: [OH-].[Na+].[C:3]([O:7][C:8]([NH:10][C@@:11]1([C:25]([O:27]C(C)(C)C)=[O:26])[CH2:16][C:15](=[O:17])[C@@H:14]2[C@H:12]1[C@H:13]2[C:18]([O:20]C(C)(C)C)=[O:19])=[O:9])([CH3:6])([CH3:5])[CH3:4]. Given the product [C:3]([O:7][C:8]([NH:10][C@@:11]1([C:25]([OH:27])=[O:26])[CH2:16][C:15](=[O:17])[C@@H:14]2[C@H:12]1[C@H:13]2[C:18]([OH:20])=[O:19])=[O:9])([CH3:6])([CH3:4])[CH3:5], predict the reactants needed to synthesize it. (7) Given the product [OH:1][C@:2]1([CH3:31])[CH2:19][CH2:18][C@@:17]2([CH3:20])[C@@H:4]([CH2:5][CH2:6][C@@H:7]3[C@@H:16]2[CH2:15][CH2:14][C@@:12]2([CH3:13])[C@H:8]3[CH2:9][CH2:10][C@@H:11]2[C:21]2[O:25][N:24]=[C:23]([CH2:26][OH:27])[CH:22]=2)[CH2:3]1, predict the reactants needed to synthesize it. The reactants are: [OH:1][C@:2]1([CH3:31])[CH2:19][CH2:18][C@@:17]2([CH3:20])[C@@H:4]([CH2:5][CH2:6][C@@H:7]3[C@@H:16]2[CH2:15][CH2:14][C@@:12]2([CH3:13])[C@H:8]3[CH2:9][CH2:10][C@@H:11]2[C:21]2[O:25][N:24]=[C:23]([C:26](OCC)=[O:27])[CH:22]=2)[CH2:3]1.[BH4-].[Na+]. (8) The reactants are: [Cl:1][C:2]1[CH:3]=[N:4][C:5]2[N:6]([N:8]=[C:9]([C:11]([OH:13])=O)[CH:10]=2)[CH:7]=1.[F:14][C:15]1[C:20]([C:21]2[N:22]=[C:23]3[CH2:28][NH:27][CH2:26][CH2:25][N:24]3[CH:29]=2)=[CH:19][CH:18]=[CH:17][N:16]=1. Given the product [Cl:1][C:2]1[CH:3]=[N:4][C:5]2[N:6]([N:8]=[C:9]([C:11]([N:27]3[CH2:26][CH2:25][N:24]4[CH:29]=[C:21]([C:20]5[C:15]([F:14])=[N:16][CH:17]=[CH:18][CH:19]=5)[N:22]=[C:23]4[CH2:28]3)=[O:13])[CH:10]=2)[CH:7]=1, predict the reactants needed to synthesize it. (9) Given the product [CH2:11]([O:18][C:19]1[CH:20]=[CH:21][C:22]([N:23]([C:24]2[CH:25]=[CH:26][CH:27]=[CH:28][CH:29]=2)[C:35]([C:37]2[C:45]3[C:40](=[CH:41][CH:42]=[CH:43][CH:44]=3)[N:39]([C:46]3[CH:54]=[CH:53][CH:52]=[CH:51][C:47]=3[C:48]([OH:50])=[O:49])[N:38]=2)=[O:34])=[CH:30][CH:31]=1)[C:12]1[CH:13]=[CH:14][CH:15]=[CH:16][CH:17]=1, predict the reactants needed to synthesize it. The reactants are: [Li+].C[Si]([N-][Si](C)(C)C)(C)C.[CH2:11]([O:18][C:19]1[CH:31]=[CH:30][C:22]([NH:23][C:24]2[CH:29]=[CH:28][CH:27]=[CH:26][CH:25]=2)=[CH:21][CH:20]=1)[C:12]1[CH:17]=[CH:16][CH:15]=[CH:14][CH:13]=1.C([O:34][C:35]([C:37]1[C:45]2[C:40](=[CH:41][CH:42]=[CH:43][CH:44]=2)[N:39]([C:46]2[CH:54]=[CH:53][CH:52]=[CH:51][C:47]=2[C:48]([OH:50])=[O:49])[N:38]=1)=O)C.C(OCC)(=O)C. (10) The reactants are: [C:1]([O:5][C:6](=[O:30])[N:7]([C:20]1[C:21]2[N:22]([CH:27]=[CH:28][N:29]=2)[C:23](Br)=[CH:24][N:25]=1)[C:8]1[CH:13]=[CH:12][C:11]([N:14]2[CH2:19][CH2:18][O:17][CH2:16][CH2:15]2)=[CH:10][CH:9]=1)([CH3:4])([CH3:3])[CH3:2].C([Mg]Cl)(C)C.[CH2:36]([Sn:40](Cl)([CH2:45][CH2:46][CH2:47][CH3:48])[CH2:41][CH2:42][CH2:43][CH3:44])[CH2:37][CH2:38][CH3:39]. Given the product [C:1]([O:5][C:6](=[O:30])[N:7]([C:8]1[CH:13]=[CH:12][C:11]([N:14]2[CH2:19][CH2:18][O:17][CH2:16][CH2:15]2)=[CH:10][CH:9]=1)[C:20]1[C:21]2[N:22]([CH:27]=[CH:28][N:29]=2)[C:23]([Sn:40]([CH2:41][CH2:42][CH2:43][CH3:44])([CH2:45][CH2:46][CH2:47][CH3:48])[CH2:36][CH2:37][CH2:38][CH3:39])=[CH:24][N:25]=1)([CH3:4])([CH3:3])[CH3:2], predict the reactants needed to synthesize it.